From a dataset of Full USPTO retrosynthesis dataset with 1.9M reactions from patents (1976-2016). Predict the reactants needed to synthesize the given product. (1) The reactants are: [CH2:1]=[C:2]([C:4]1[N:5]=[CH:6][C:7]([O:10][C@H:11]2[CH2:26][N:14]3[CH2:15][CH2:16][N:17](C(OC(C)(C)C)=O)[CH2:18][C@@H:13]3[CH2:12]2)=[N:8][CH:9]=1)[CH3:3]. Given the product [CH2:1]=[C:2]([C:4]1[N:5]=[CH:6][C:7]([O:10][C@H:11]2[CH2:26][N:14]3[CH2:15][CH2:16][NH:17][CH2:18][C@@H:13]3[CH2:12]2)=[N:8][CH:9]=1)[CH3:3], predict the reactants needed to synthesize it. (2) Given the product [NH2:1][C:4]1[CH:5]=[N:6][CH:7]=[CH:8][C:9]=1[NH:10][C@@H:11]1[CH2:12][CH2:13][C@H:14]([C:17]([O:19][CH3:20])=[O:18])[CH2:15][CH2:16]1, predict the reactants needed to synthesize it. The reactants are: [N+:1]([C:4]1[CH:5]=[N:6][CH:7]=[CH:8][C:9]=1[NH:10][C@@H:11]1[CH2:16][CH2:15][C@H:14]([C:17]([O:19][CH3:20])=[O:18])[CH2:13][CH2:12]1)([O-])=O. (3) Given the product [CH2:1]([O:3][C@@H:4]([CH2:10][C:11]1[CH:12]=[CH:13][C:14]([O:17][CH2:18][C@@H:19]([OH:28])[C:20]2[CH:25]=[CH:24][CH:23]=[C:22]([O:26][CH3:27])[CH:21]=2)=[CH:15][CH:16]=1)[C:5]([OH:7])=[O:6])[CH3:2], predict the reactants needed to synthesize it. The reactants are: [CH2:1]([O:3][C@@H:4]([CH2:10][C:11]1[CH:16]=[CH:15][C:14]([O:17][CH2:18][C@@H:19]([OH:28])[C:20]2[CH:25]=[CH:24][CH:23]=[C:22]([O:26][CH3:27])[CH:21]=2)=[CH:13][CH:12]=1)[C:5]([O:7]CC)=[O:6])[CH3:2].[Li+].[OH-].